This data is from Reaction yield outcomes from USPTO patents with 853,638 reactions. The task is: Predict the reaction yield, written as a fraction of the theoretical maximum amount of product (1.0 means a 100% yield; for example, 0.34 means a 34% yield). (1) The reactants are [CH:1]1([C:4]#[C:5][Si:6]([CH3:9])([CH3:8])[CH3:7])[CH2:3][CH2:2]1.[Li][CH2:11]CCC.S(OC)(OC)(=O)=O. The catalyst is CCOCC. The product is [CH3:7][Si:6]([CH3:9])([CH3:8])[C:5]#[C:4][C:1]1([CH3:11])[CH2:3][CH2:2]1. The yield is 0.520. (2) The reactants are [CH2:1]([O:3][C:4]1[CH:9]=[CH:8][CH:7]=[CH:6][C:5]=1[N:10]1[C:19](=[O:20])[C:18]2[C:13](=[CH:14][CH:15]=[CH:16][CH:17]=2)[N:12]=[C:11]1[CH2:21][CH3:22])[CH3:2].C([O-])(=O)C.[Na+].[Br:28]Br. The catalyst is C(O)(=O)C. The product is [Br:28][CH:21]([C:11]1[N:10]([C:5]2[CH:6]=[CH:7][CH:8]=[CH:9][C:4]=2[O:3][CH2:1][CH3:2])[C:19](=[O:20])[C:18]2[C:13](=[CH:14][CH:15]=[CH:16][CH:17]=2)[N:12]=1)[CH3:22]. The yield is 0.885. (3) The reactants are [Cl:1][C:2]1[CH:10]=[C:9]2[C:5]([CH2:6][C:7](=[O:11])[NH:8]2)=[CH:4][CH:3]=1.[H-].[Na+].[CH3:14][O:15][CH2:16][CH2:17][O:18][CH2:19][CH2:20][O:21][C:22]1[CH:31]=[C:30]2[C:25]([C:26](SC)=[N:27][CH:28]=[N:29]2)=[CH:24][CH:23]=1.Cl. The catalyst is CS(C)=O. The product is [ClH:1].[Cl:1][C:2]1[CH:10]=[C:9]2[C:5]([CH:6]([C:26]3[C:25]4[C:30](=[CH:31][C:22]([O:21][CH2:20][CH2:19][O:18][CH2:17][CH2:16][O:15][CH3:14])=[CH:23][CH:24]=4)[N:29]=[CH:28][N:27]=3)[C:7](=[O:11])[NH:8]2)=[CH:4][CH:3]=1. The yield is 0.600. (4) The reactants are Cl[CH2:2][C:3]([NH:5][C:6]1[CH:25]=[CH:24][C:9]2[N:10]=[C:11]([NH:14][C@H:15]3[C:23]4[C:18](=[CH:19][CH:20]=[CH:21][CH:22]=4)[CH2:17][CH2:16]3)[O:12][CH2:13][C:8]=2[CH:7]=1)=[O:4].Cl.[CH3:27][O:28][CH2:29][CH:30]1[CH2:35][NH:34][CH2:33][CH:32]([CH2:36][O:37][CH3:38])[N:31]1[CH3:39].C(N(C(C)C)CC)(C)C. The catalyst is C(#N)C. The product is [CH3:38][O:37][CH2:36][CH:32]1[N:31]([CH3:39])[CH:30]([CH2:29][O:28][CH3:27])[CH2:35][N:34]([CH2:2][C:3]([NH:5][C:6]2[CH:25]=[CH:24][C:9]3[N:10]=[C:11]([NH:14][C@H:15]4[C:23]5[C:18](=[CH:19][CH:20]=[CH:21][CH:22]=5)[CH2:17][CH2:16]4)[O:12][CH2:13][C:8]=3[CH:7]=2)=[O:4])[CH2:33]1. The yield is 0.110. (5) The reactants are [CH2:1]([O:3][C:4]1[CH:9]=[CH:8][C:7]([S:10](Cl)(=[O:12])=[O:11])=[CH:6][C:5]=1[C:14]1[NH:19][C:18](=[O:20])[C:17]2=[C:21]([CH3:27])[N:22]=[C:23]([CH2:24][CH2:25][CH3:26])[N:16]2[N:15]=1)[CH3:2].[CH3:28][N:29]1[CH2:34][CH2:33][NH:32][CH2:31][CH2:30]1. The yield is 0.880. The product is [CH2:1]([O:3][C:4]1[CH:9]=[CH:8][C:7]([S:10]([N:32]2[CH2:33][CH2:34][N:29]([CH3:28])[CH2:30][CH2:31]2)(=[O:12])=[O:11])=[CH:6][C:5]=1[C:14]1[NH:19][C:18](=[O:20])[C:17]2=[C:21]([CH3:27])[N:22]=[C:23]([CH2:24][CH2:25][CH3:26])[N:16]2[N:15]=1)[CH3:2]. The catalyst is ClCCl.CN(C1C=CN=CC=1)C.